Dataset: Catalyst prediction with 721,799 reactions and 888 catalyst types from USPTO. Task: Predict which catalyst facilitates the given reaction. (1) Reactant: Cl[C:2]1[N:10]=[C:9]2[C:5]([N:6]=[CH:7][N:8]2[CH:11]2[CH2:15][CH2:14][CH2:13][CH2:12]2)=[C:4](Cl)[N:3]=1.NC1CCN(CC2C=CC3C(=CC=CC=3)C=2)CC1. Product: [CH:11]1([N:8]2[CH:7]=[N:6][C:5]3[C:9]2=[N:10][CH:2]=[N:3][CH:4]=3)[CH2:12][CH2:13][CH2:14][CH2:15]1. The catalyst class is: 66. (2) Reactant: Cl[C:2]1[N:7]=[CH:6][C:5]([C:8]([OH:10])=[O:9])=[CH:4][CH:3]=1.[F:11][C:12]([F:16])([F:15])[CH2:13][OH:14].[OH-].[K+].Cl. Product: [F:11][C:12]([F:16])([F:15])[CH2:13][O:14][C:2]1[N:7]=[CH:6][C:5]([C:8]([OH:10])=[O:9])=[CH:4][CH:3]=1. The catalyst class is: 16.